From a dataset of NCI-60 drug combinations with 297,098 pairs across 59 cell lines. Regression. Given two drug SMILES strings and cell line genomic features, predict the synergy score measuring deviation from expected non-interaction effect. (1) Drug 1: CC1=C(C=C(C=C1)NC2=NC=CC(=N2)N(C)C3=CC4=NN(C(=C4C=C3)C)C)S(=O)(=O)N.Cl. Drug 2: C1=CN(C(=O)N=C1N)C2C(C(C(O2)CO)O)O.Cl. Cell line: MDA-MB-435. Synergy scores: CSS=2.36, Synergy_ZIP=1.39, Synergy_Bliss=4.61, Synergy_Loewe=-7.87, Synergy_HSA=0.752. (2) Drug 1: CC(C1=C(C=CC(=C1Cl)F)Cl)OC2=C(N=CC(=C2)C3=CN(N=C3)C4CCNCC4)N. Drug 2: CN1C(=O)N2C=NC(=C2N=N1)C(=O)N. Cell line: OVCAR-4. Synergy scores: CSS=-8.34, Synergy_ZIP=2.52, Synergy_Bliss=-2.62, Synergy_Loewe=-5.53, Synergy_HSA=-6.58. (3) Drug 1: CC(CN1CC(=O)NC(=O)C1)N2CC(=O)NC(=O)C2. Drug 2: CC1C(C(CC(O1)OC2CC(OC(C2O)C)OC3=CC4=CC5=C(C(=O)C(C(C5)C(C(=O)C(C(C)O)O)OC)OC6CC(C(C(O6)C)O)OC7CC(C(C(O7)C)O)OC8CC(C(C(O8)C)O)(C)O)C(=C4C(=C3C)O)O)O)O. Cell line: NCI/ADR-RES. Synergy scores: CSS=6.69, Synergy_ZIP=-0.398, Synergy_Bliss=3.50, Synergy_Loewe=1.63, Synergy_HSA=2.06. (4) Drug 1: CC1=C(N=C(N=C1N)C(CC(=O)N)NCC(C(=O)N)N)C(=O)NC(C(C2=CN=CN2)OC3C(C(C(C(O3)CO)O)O)OC4C(C(C(C(O4)CO)O)OC(=O)N)O)C(=O)NC(C)C(C(C)C(=O)NC(C(C)O)C(=O)NCCC5=NC(=CS5)C6=NC(=CS6)C(=O)NCCC[S+](C)C)O. Drug 2: C1CN(CCN1C(=O)CCBr)C(=O)CCBr. Cell line: TK-10. Synergy scores: CSS=16.0, Synergy_ZIP=-4.38, Synergy_Bliss=-1.26, Synergy_Loewe=-10.2, Synergy_HSA=0.0465. (5) Drug 1: C1=CC(=CC=C1C#N)C(C2=CC=C(C=C2)C#N)N3C=NC=N3. Drug 2: COC1=C2C(=CC3=C1OC=C3)C=CC(=O)O2. Cell line: EKVX. Synergy scores: CSS=7.87, Synergy_ZIP=-1.27, Synergy_Bliss=-0.500, Synergy_Loewe=3.92, Synergy_HSA=1.18. (6) Drug 1: CC12CCC3C(C1CCC2=O)CC(=C)C4=CC(=O)C=CC34C. Drug 2: CN1C(=O)N2C=NC(=C2N=N1)C(=O)N. Cell line: PC-3. Synergy scores: CSS=41.5, Synergy_ZIP=5.87, Synergy_Bliss=-0.0163, Synergy_Loewe=-5.96, Synergy_HSA=-0.416.